This data is from Reaction yield outcomes from USPTO patents with 853,638 reactions. The task is: Predict the reaction yield, written as a fraction of the theoretical maximum amount of product (1.0 means a 100% yield; for example, 0.34 means a 34% yield). (1) The yield is 0.700. The catalyst is CC(C)=O. The reactants are Cl[S:2]([C:5]1[CH:13]=[CH:12][C:8]([C:9]([OH:11])=[O:10])=[CH:7][CH:6]=1)(=[O:4])=[O:3].[CH3:14][O:15][C:16]1[CH:23]=[CH:22][C:19]([CH2:20][NH2:21])=[CH:18][CH:17]=1.C(N(CC)CC)C. The product is [CH3:14][O:15][C:16]1[CH:23]=[CH:22][C:19]([CH2:20][NH:21][S:2]([C:5]2[CH:13]=[CH:12][C:8]([C:9]([OH:11])=[O:10])=[CH:7][CH:6]=2)(=[O:4])=[O:3])=[CH:18][CH:17]=1. (2) The reactants are [OH-].[Na+].[NH:3]([C:56]([O:58][C:59]([CH3:62])([CH3:61])[CH3:60])=[O:57])[C@H:4]([C:9]([NH:11][C@H:12]([C:17]([NH:19][C@H:20]([C:36]([NH:38][C@H:39]([C:44]([NH:46][C@H:47]([C:52]([O:54]C)=[O:53])[CH2:48][CH:49]([CH3:51])[CH3:50])=[O:45])[CH2:40][CH:41]([CH3:43])[CH3:42])=[O:37])[CH2:21][CH2:22][CH2:23][CH2:24][NH:25][C:26]([O:28][CH2:29][C:30]1[CH:35]=[CH:34][CH:33]=[CH:32][CH:31]=1)=[O:27])=[O:18])[CH2:13][CH:14]([CH3:16])[CH3:15])=[O:10])[CH2:5][CH:6]([CH3:8])[CH3:7].C1COCC1.C(O)=O. The catalyst is O.C(OCC)(=O)C. The product is [NH:3]([C:56]([O:58][C:59]([CH3:62])([CH3:61])[CH3:60])=[O:57])[C@H:4]([C:9]([NH:11][C@H:12]([C:17]([NH:19][C@H:20]([C:36]([NH:38][C@H:39]([C:44]([NH:46][C@H:47]([C:52]([OH:54])=[O:53])[CH2:48][CH:49]([CH3:50])[CH3:51])=[O:45])[CH2:40][CH:41]([CH3:42])[CH3:43])=[O:37])[CH2:21][CH2:22][CH2:23][CH2:24][NH:25][C:26]([O:28][CH2:29][C:30]1[CH:35]=[CH:34][CH:33]=[CH:32][CH:31]=1)=[O:27])=[O:18])[CH2:13][CH:14]([CH3:16])[CH3:15])=[O:10])[CH2:5][CH:6]([CH3:8])[CH3:7]. The yield is 0.975.